Dataset: Full USPTO retrosynthesis dataset with 1.9M reactions from patents (1976-2016). Task: Predict the reactants needed to synthesize the given product. (1) Given the product [C:14]([N:17]1[CH2:21][CH2:20][CH2:19][CH:18]1[C:22]1[C:27]([O:1][C:2]2[CH:3]=[CH:4][C:5]([N:8]3[CH2:12][CH2:11][O:10][C:9]3=[O:13])=[CH:6][CH:7]=2)=[CH:26][C:25]2[N:29]=[C:30]([C:32]3[CH:37]=[N:36][CH:35]=[CH:34][N:33]=3)[NH:38][C:24]=2[CH:23]=1)(=[O:16])[CH3:15], predict the reactants needed to synthesize it. The reactants are: [OH:1][C:2]1[CH:7]=[CH:6][C:5]([N:8]2[CH2:12][CH2:11][O:10][C:9]2=[O:13])=[CH:4][CH:3]=1.[C:14]([N:17]1[CH2:21][CH2:20][CH2:19][CH:18]1[C:22]1[C:27](F)=[CH:26][C:25]([NH:29][C:30]([C:32]2[CH:37]=[N:36][CH:35]=[CH:34][N:33]=2)=O)=[C:24]([N+:38]([O-])=O)[CH:23]=1)(=[O:16])[CH3:15]. (2) Given the product [F:1][C:2]1[CH:3]=[C:4]([NH:5][C:26]([CH:25]2[CH2:24][CH2:23][NH:22][C:21]2=[O:20])=[O:27])[CH:6]=[CH:7][C:8]=1[O:9][C:10]1[CH:15]=[CH:14][N:13]=[C:12]2[CH:16]=[C:17]([I:19])[S:18][C:11]=12, predict the reactants needed to synthesize it. The reactants are: [F:1][C:2]1[CH:3]=[C:4]([CH:6]=[CH:7][C:8]=1[O:9][C:10]1[CH:15]=[CH:14][N:13]=[C:12]2[CH:16]=[C:17]([I:19])[S:18][C:11]=12)[NH2:5].[O:20]=[C:21]1[CH:25]([C:26](O)=[O:27])[CH2:24][CH2:23][NH:22]1.Cl.C(N=C=NCCCN(C)C)C.N1(O)C2C=CC=CC=2N=N1.C(N(C(C)C)C(C)C)C. (3) Given the product [CH3:32][S:29]([C:25]1[CH:24]=[C:23]([CH:28]=[CH:27][CH:26]=1)[O:22][C:18]1[CH:17]=[C:16]([NH:6][C:5]2[CH:7]=[CH:8][CH:9]=[C:10]([C:11]([F:12])([F:13])[F:14])[C:4]=2[N+:1]([O-:3])=[O:2])[CH:21]=[CH:20][CH:19]=1)(=[O:30])=[O:31], predict the reactants needed to synthesize it. The reactants are: [N+:1]([C:4]1[C:10]([C:11]([F:14])([F:13])[F:12])=[CH:9][CH:8]=[CH:7][C:5]=1[NH2:6])([O-:3])=[O:2].I[C:16]1[CH:21]=[CH:20][CH:19]=[C:18]([O:22][C:23]2[CH:28]=[CH:27][CH:26]=[C:25]([S:29]([CH3:32])(=[O:31])=[O:30])[CH:24]=2)[CH:17]=1.CC(C1C=C(C(C)C)C(C2C=CC=CC=2P(C2CCCCC2)C2CCCCC2)=C(C(C)C)C=1)C.C([O-])([O-])=O.[K+].[K+]. (4) Given the product [Cl:1][C:2]1[C:7]([C:8]2[CH:13]=[CH:12][CH:11]=[CH:10][CH:9]=2)=[N:6][N:5]=[C:4]2[N:14]([CH3:24])[N:15]=[C:16]([C:17]3[CH:18]=[CH:19][CH:20]=[CH:21][C:22]=3[F:25])[C:3]=12, predict the reactants needed to synthesize it. The reactants are: [Cl:1][C:2]1[C:7]([C:8]2[CH:13]=[CH:12][CH:11]=[CH:10][CH:9]=2)=[N:6][N:5]=[C:4]2[N:14]([CH3:24])[N:15]=[C:16]([C:17]3[CH:18]=[C:19](C)[CH:20]=[CH:21][CH:22]=3)[C:3]=12.[F:25]C1C=CC=CC=1C=O.